Task: Regression. Given a peptide amino acid sequence and an MHC pseudo amino acid sequence, predict their binding affinity value. This is MHC class I binding data.. Dataset: Peptide-MHC class I binding affinity with 185,985 pairs from IEDB/IMGT (1) The peptide sequence is WMYYPRSPV. The MHC is HLA-B27:20 with pseudo-sequence HLA-B27:20. The binding affinity (normalized) is 1.00. (2) The peptide sequence is RSWAHDSL. The MHC is HLA-B40:01 with pseudo-sequence HLA-B40:01. The binding affinity (normalized) is 0. (3) The peptide sequence is LTMNLVSDI. The MHC is HLA-A26:01 with pseudo-sequence HLA-A26:01. The binding affinity (normalized) is 0.0847.